This data is from Reaction yield outcomes from USPTO patents with 853,638 reactions. The task is: Predict the reaction yield, written as a fraction of the theoretical maximum amount of product (1.0 means a 100% yield; for example, 0.34 means a 34% yield). (1) The reactants are C([O:3][CH:4]1[CH2:7][CH:6]([NH:8][C:9]2[C:14]([C:15]#[N:16])=[CH:13][N:12]=[C:11]([S:17][CH3:18])[N:10]=2)[C:5]1([CH3:20])[CH3:19])C.BrB(Br)Br. The catalyst is C(Cl)Cl. The product is [OH:3][CH:4]1[CH2:7][CH:6]([NH:8][C:9]2[C:14]([C:15]#[N:16])=[CH:13][N:12]=[C:11]([S:17][CH3:18])[N:10]=2)[C:5]1([CH3:20])[CH3:19]. The yield is 0.370. (2) The reactants are [NH:1]1[C:9]2[C:4](=[CH:5][CH:6]=[C:7]([C:10]#[N:11])[CH:8]=2)[CH2:3][CH2:2]1.C1C(=O)N([Br:19])C(=O)C1.C(=O)(O)[O-].[Na+]. The catalyst is CC#N. The product is [Br:19][C:6]1[CH:5]=[C:4]2[C:9](=[CH:8][C:7]=1[C:10]#[N:11])[NH:1][CH2:2][CH2:3]2. The yield is 0.580.